This data is from Full USPTO retrosynthesis dataset with 1.9M reactions from patents (1976-2016). The task is: Predict the reactants needed to synthesize the given product. (1) Given the product [CH:4]([C:3]1[CH:6]=[CH:7][CH:8]=[CH:9][C:2]=1[O:1][CH:20]1[CH2:19][CH2:18][N:17]([C:10]([O:12][C:13]([CH3:16])([CH3:15])[CH3:14])=[O:11])[CH2:21]1)=[O:5], predict the reactants needed to synthesize it. The reactants are: [OH:1][C:2]1[CH:9]=[CH:8][CH:7]=[CH:6][C:3]=1[CH:4]=[O:5].[C:10]([N:17]1[CH2:21][CH2:20][CH:19](OS(C)(=O)=O)[CH2:18]1)([O:12][C:13]([CH3:16])([CH3:15])[CH3:14])=[O:11].C([O-])([O-])=O.[K+].[K+]. (2) Given the product [F:1][C:2]1[CH:3]=[C:4]([CH2:14][CH2:15][OH:16])[CH:5]=[C:6]([F:13])[C:7]=1[CH:8]=[N:9][O:10][CH2:11][CH3:12], predict the reactants needed to synthesize it. The reactants are: [F:1][C:2]1[CH:3]=[C:4]([CH2:14][CH2:15][O:16][Si](C(C)C)(C(C)C)C(C)C)[CH:5]=[C:6]([F:13])[C:7]=1[CH:8]=[N:9][O:10][CH2:11][CH3:12].[F-].C([N+](CCCC)(CCCC)CCCC)CCC. (3) Given the product [C:37]([NH:2][C@H:3]1[CH2:7][CH2:6][N:5]([C:8]2[CH:16]=[CH:15][C:11]([C:12]([NH2:14])=[O:13])=[C:10]([NH:17][C:18]3[CH:19]=[CH:20][C:21]([C:24]([N:26]4[CH2:31][CH2:30][N:29]([CH3:32])[CH2:28][CH2:27]4)=[O:25])=[CH:22][CH:23]=3)[N:9]=2)[CH2:4]1)(=[O:40])[CH:38]=[CH2:39], predict the reactants needed to synthesize it. The reactants are: Cl.[NH2:2][C@H:3]1[CH2:7][CH2:6][N:5]([C:8]2[CH:16]=[CH:15][C:11]([C:12]([NH2:14])=[O:13])=[C:10]([NH:17][C:18]3[CH:23]=[CH:22][C:21]([C:24]([N:26]4[CH2:31][CH2:30][N:29]([CH3:32])[CH2:28][CH2:27]4)=[O:25])=[CH:20][CH:19]=3)[N:9]=2)[CH2:4]1.ClCCCl.[C:37](O)(=[O:40])[CH:38]=[CH2:39].C(N(C(C)C)C(C)C)C.C(P1(=O)OP(=O)(CCC)OP(=O)(CCC)O1)CC.